This data is from Reaction yield outcomes from USPTO patents with 853,638 reactions. The task is: Predict the reaction yield, written as a fraction of the theoretical maximum amount of product (1.0 means a 100% yield; for example, 0.34 means a 34% yield). (1) The reactants are [CH3:1][CH:2]1[CH2:7][CH2:6][N:5]([C:8]([N:10]2[CH2:16][C:15]3[CH:17]=[C:18]([C:21]4[CH:25]=[C:24]([NH:26]CC5C=CC=CC=5)[NH:23][N:22]=4)[CH:19]=[CH:20][C:14]=3[O:13][CH2:12][CH2:11]2)=[O:9])[CH2:4][CH2:3]1. The catalyst is [Pd].CO. The product is [CH3:1][CH:2]1[CH2:3][CH2:4][N:5]([C:8]([N:10]2[CH2:16][C:15]3[CH:17]=[C:18]([C:21]4[CH:25]=[C:24]([NH2:26])[NH:23][N:22]=4)[CH:19]=[CH:20][C:14]=3[O:13][CH2:12][CH2:11]2)=[O:9])[CH2:6][CH2:7]1. The yield is 0.550. (2) The reactants are [O:1]=[C:2]([C:16]1[CH:21]=[CH:20][CH:19]=[CH:18][CH:17]=1)[C:3]([NH:5][C:6]1[CH:14]=[CH:13][CH:12]=[C:11]2[C:7]=1[CH2:8][O:9][C:10]2=[O:15])=[O:4].[H-].[Na+].Cl[CH2:25][C:26]1[CH:31]=[CH:30][C:29]([O:32][CH3:33])=[CH:28][CH:27]=1.Cl. The product is [CH3:33][O:32][C:29]1[CH:30]=[CH:31][C:26]([CH2:25][N:5]([C:6]2[CH:14]=[CH:13][CH:12]=[C:11]3[C:7]=2[CH2:8][O:9][C:10]3=[O:15])[C:3](=[O:4])[C:2](=[O:1])[C:16]2[CH:21]=[CH:20][CH:19]=[CH:18][CH:17]=2)=[CH:27][CH:28]=1. The catalyst is CN(C=O)C.C(OCC)(=O)C.O. The yield is 0.660. (3) The reactants are [O:1]1[C:6]2[CH:7]=[CH:8][CH:9]=[C:10]([OH:11])[C:5]=2[O:4][CH2:3][CH2:2]1.C([Mg]Cl)(C)C.[CH:17]([N:30]1[C:38]2[C:33](=[CH:34][CH:35]=[CH:36][CH:37]=2)[C:32](=[O:39])[C:31]1=[O:40])([C:24]1[CH:29]=[CH:28][CH:27]=[CH:26][CH:25]=1)[C:18]1[CH:23]=[CH:22][CH:21]=[CH:20][CH:19]=1. The catalyst is O1CCCC1.ClCCCl. The product is [C:24]1([CH:17]([C:18]2[CH:23]=[CH:22][CH:21]=[CH:20][CH:19]=2)[N:30]2[C:38]3[C:33](=[CH:34][CH:35]=[CH:36][CH:37]=3)[C:32]([OH:39])([C:9]3[CH:8]=[CH:7][C:6]4[O:1][CH2:2][CH2:3][O:4][C:5]=4[C:10]=3[OH:11])[C:31]2=[O:40])[CH:25]=[CH:26][CH:27]=[CH:28][CH:29]=1. The yield is 0.690. (4) The reactants are C1[CH:5]2[C@@H:6]3[CH:10]=[CH:9][C@H:8]([CH:4]2C=C1)[CH2:7]3.[CH3:11][O:12][C:13](=[O:16])C=C.C1(C=CC(O)=CC=1)O. No catalyst specified. The product is [CH3:11][O:12][C:13]([C:6]12[CH2:7][CH:8]([CH2:4][CH2:5]1)[CH:9]=[CH:10]2)=[O:16]. The yield is 0.850. (5) The reactants are [S:1]1[CH:5]=[CH:4][C:3]([S:6]([C:9]2[CH:17]=[CH:16][C:15]3[N:14]([CH3:18])[C:13]4[CH2:19][CH:20]5[NH:24][CH:23]([C:12]=4[C:11]=3[C:10]=2C(OC(C)(C)C)=O)[CH2:22][CH2:21]5)(=[O:8])=[O:7])=[CH:2]1.Cl. The catalyst is C(OCC)C. The product is [S:1]1[CH:5]=[CH:4][C:3]([S:6]([C:9]2[CH:10]=[C:11]3[C:15](=[CH:16][CH:17]=2)[N:14]([CH3:18])[C:13]2[CH2:19][CH:20]4[NH:24][CH:23]([C:12]3=2)[CH2:22][CH2:21]4)(=[O:8])=[O:7])=[CH:2]1. The yield is 0.830. (6) The product is [C:1]([O:5][C:6]([NH:8]/[CH:9]=[C:10](/[F:31])\[CH2:11][CH2:12][OH:13])=[O:7])([CH3:4])([CH3:2])[CH3:3]. The catalyst is C1COCC1.O.CCOC(C)=O. The yield is 0.910. The reactants are [C:1]([O:5][C:6]([NH:8][CH2:9]/[C:10](/[F:31])=[CH:11]\[CH2:12][O:13][Si](C(C)(C)C)(C1C=CC=CC=1)C1C=CC=CC=1)=[O:7])([CH3:4])([CH3:3])[CH3:2].O.O.O.[F-].C([N+](CCCC)(CCCC)CCCC)CCC. (7) The reactants are B.C1COCC1.C1COCC1.[OH:12][CH:13]1[CH2:17][CH2:16][N:15]([C:18]2[CH:23]=[CH:22][C:21]([N+:24]([O-:26])=[O:25])=[CH:20][CH:19]=2)[CH:14]1[C:27](O)=[O:28].[Cl-].[Na+]. The catalyst is CO. The product is [OH:28][CH2:27][CH:14]1[CH:13]([OH:12])[CH2:17][CH2:16][N:15]1[C:18]1[CH:19]=[CH:20][C:21]([N+:24]([O-:26])=[O:25])=[CH:22][CH:23]=1. The yield is 0.975. (8) The reactants are [Si:1]([O:8][C@H:9]1[CH2:14][CH2:13][C@H:12]([CH:15]([C:24](O)=[O:25])[C:16](O)([CH:20]([CH3:22])[CH3:21])[C:17]([OH:19])=[O:18])[CH2:11][CH2:10]1)([C:4]([CH3:7])([CH3:6])[CH3:5])([CH3:3])[CH3:2].CCCCCC.C(OCC)(=O)C. The catalyst is C(OC(=O)C)(=O)C. The product is [Si:1]([O:8][C@H:9]1[CH2:14][CH2:13][C@H:12]([C:15]2[C:24]([O:18][C:17](=[O:19])[C:16]=2[CH:20]([CH3:21])[CH3:22])=[O:25])[CH2:11][CH2:10]1)([C:4]([CH3:5])([CH3:6])[CH3:7])([CH3:3])[CH3:2]. The yield is 0.630. (9) The reactants are [CH3:1][C:2]1[C:16](=[O:17])[N:15]=[C:14]2[N:4]([C@@H:5]3[O:9][C@H:8]([CH2:10][OH:11])[C@@H:7]([OH:12])[C@@H:6]3[O:13]2)[CH:3]=1.[CH3:18][SH:19].CN(C)C(N(C)C)=N. The catalyst is CN(C=O)C. The product is [CH3:18][S:19][C@@H:6]1[C@H:7]([OH:12])[C@@H:8]([CH2:10][OH:11])[O:9][C@H:5]1[N:4]1[CH:3]=[C:2]([CH3:1])[C:16](=[O:17])[NH:15][C:14]1=[O:13]. The yield is 0.741.